Dataset: Forward reaction prediction with 1.9M reactions from USPTO patents (1976-2016). Task: Predict the product of the given reaction. (1) Given the reactants [Cl:1][C:2]1[CH:7]=[CH:6][C:5]([C:8]2([CH2:26][N:27]3C(=O)C4C(=CC=CC=4)C3=O)[CH2:13][CH2:12][N:11]([C:14]3[C:19](C(O)=O)=[CH:18][N:17]=[C:16]4[NH:23][CH:24]=[CH:25][C:15]=34)[CH2:10][CH2:9]2)=[CH:4][CH:3]=1, predict the reaction product. The product is: [Cl:1][C:2]1[CH:7]=[CH:6][C:5]([C:8]2([CH2:26][NH2:27])[CH2:9][CH2:10][N:11]([C:14]3[CH:19]=[CH:18][N:17]=[C:16]4[NH:23][CH:24]=[CH:25][C:15]=34)[CH2:12][CH2:13]2)=[CH:4][CH:3]=1. (2) The product is: [Br:1][C:2]1[CH:7]=[CH:6][CH:5]=[CH:4][C:3]=1[C:8]1[C:17]2[C:12](=[CH:13][CH:14]=[CH:15][CH:16]=2)[CH:11]=[CH:10][N:9]=1. Given the reactants [Br:1][C:2]1[CH:7]=[CH:6][CH:5]=[CH:4][C:3]=1[C:8]1[C:17]2[C:12](=[CH:13][CH:14]=[CH:15][CH:16]=2)[CH2:11][CH2:10][N:9]=1.ClC1C=CC=CC=1Cl, predict the reaction product. (3) Given the reactants Br[C:2]1[CH:7]=[CH:6][CH:5]=[CH:4][N:3]=1.[CH2:8]([N:12]1[N:16]=[C:15]2[CH:17]=[CH:18][CH:19]=[C:20]([Cl:21])[C:14]2=[N:13]1)[CH2:9][C:10]#[CH:11], predict the reaction product. The product is: [Cl:21][C:20]1[C:14]2[C:15](=[N:16][N:12]([CH2:8][CH2:9][C:10]#[C:11][C:2]3[CH:7]=[CH:6][CH:5]=[CH:4][N:3]=3)[N:13]=2)[CH:17]=[CH:18][CH:19]=1.[N:13]1[NH:12][N:16]=[C:15]2[CH:17]=[CH:18][CH:19]=[CH:20][C:14]=12. (4) Given the reactants [F:1][C:2]1[CH:9]=[CH:8][C:5](C#N)=[CH:4][N:3]=1.C[Mg]Br.C(=O)(O)[O-].[Na+].CC[O:20][CH2:21][CH3:22], predict the reaction product. The product is: [F:1][C:2]1[N:3]=[CH:4][C:5]([C:21](=[O:20])[CH3:22])=[CH:8][CH:9]=1.